From a dataset of Peptide-MHC class I binding affinity with 185,985 pairs from IEDB/IMGT. Regression. Given a peptide amino acid sequence and an MHC pseudo amino acid sequence, predict their binding affinity value. This is MHC class I binding data. The peptide sequence is VVPSYIPLV. The MHC is HLA-B39:01 with pseudo-sequence HLA-B39:01. The binding affinity (normalized) is 0.0847.